From a dataset of Full USPTO retrosynthesis dataset with 1.9M reactions from patents (1976-2016). Predict the reactants needed to synthesize the given product. (1) Given the product [CH:23]1([CH2:22][O:21][C:18]2[CH:19]=[CH:20][C:15]([C:13]3[O:14][C:10]4[CH2:9][CH2:8][CH:7]([O:6][CH2:5][CH:4]([NH:1][C:31](=[O:32])[CH3:30])[CH3:28])[CH2:27][C:11]=4[N:12]=3)=[CH:16][C:17]=2[F:26])[CH2:25][CH2:24]1, predict the reactants needed to synthesize it. The reactants are: [N:1]([CH:4]([CH3:28])[CH2:5][O:6][CH:7]1[CH2:27][C:11]2[N:12]=[C:13]([C:15]3[CH:20]=[CH:19][C:18]([O:21][CH2:22][CH:23]4[CH2:25][CH2:24]4)=[C:17]([F:26])[CH:16]=3)[O:14][C:10]=2[CH2:9][CH2:8]1)=[N+]=[N-].C1C[O:32][CH2:31][CH2:30]1. (2) Given the product [F:36][C:35]([F:38])([F:37])[C:33]([OH:39])=[O:34].[F:31][C:2]([F:1])([F:32])[C:3]1[CH:4]=[C:5]([CH:24]=[C:25]([C:27]([F:30])([F:29])[F:28])[CH:26]=1)[CH2:6][NH:7][C:8]([C:10]1([CH3:23])[CH2:11][CH2:12][NH:13][CH2:14][CH2:15]1)=[O:9], predict the reactants needed to synthesize it. The reactants are: [F:1][C:2]([F:32])([F:31])[C:3]1[CH:4]=[C:5]([CH:24]=[C:25]([C:27]([F:30])([F:29])[F:28])[CH:26]=1)[CH2:6][NH:7][C:8]([C:10]1([CH3:23])[CH2:15][CH2:14][N:13](C(OC(C)(C)C)=O)[CH2:12][CH2:11]1)=[O:9].[C:33]([OH:39])([C:35]([F:38])([F:37])[F:36])=[O:34]. (3) Given the product [Br:1][C:2]1[CH:8]=[CH:7][C:5]([NH:6][C:20](=[O:21])[C:19]2[CH:23]=[C:15]([Cl:14])[CH:16]=[CH:17][C:18]=2[OH:24])=[CH:4][C:3]=1[F:9], predict the reactants needed to synthesize it. The reactants are: [Br:1][C:2]1[CH:8]=[CH:7][C:5]([NH2:6])=[CH:4][C:3]=1[F:9].P(Cl)(Cl)Cl.[Cl:14][C:15]1[CH:23]=[C:19]([C:20](O)=[O:21])[C:18]([OH:24])=[CH:17][CH:16]=1.C(=O)([O-])O.[Na+]. (4) The reactants are: [N:1]1([C:7]2[CH:12]=[CH:11][C:10]([NH:13][C:14]([C:16]3[O:17][C:18]4[C:23]([C:24](=[O:26])[CH:25]=3)=[CH:22][C:21]([O:27][CH3:28])=[CH:20][C:19]=4[N:29]3[CH2:34][CH2:33][N:32](C)[CH2:31][CH2:30]3)=[O:15])=[CH:9][CH:8]=2)[CH2:6][CH2:5][O:4][CH2:3][CH2:2]1.ClC(OC(Cl)C)=O.[I-].[Na+]. Given the product [N:1]1([C:7]2[CH:8]=[CH:9][C:10]([NH:13][C:14]([C:16]3[O:17][C:18]4[C:23]([C:24](=[O:26])[CH:25]=3)=[CH:22][C:21]([O:27][CH3:28])=[CH:20][C:19]=4[N:29]3[CH2:30][CH2:31][NH:32][CH2:33][CH2:34]3)=[O:15])=[CH:11][CH:12]=2)[CH2:6][CH2:5][O:4][CH2:3][CH2:2]1, predict the reactants needed to synthesize it. (5) Given the product [NH2:26][C:25]1[N:24]=[CH:23][N:22]=[C:21]2[N:17]([CH:15]([C:9]3[C:8]([O:28][CH3:29])=[C:7]([CH:5]4[CH2:4][N:3]([CH2:39][CH2:38][OH:37])[CH2:6]4)[C:12]([CH3:13])=[C:11]([Cl:14])[CH:10]=3)[CH3:16])[N:18]=[C:19]([CH3:27])[C:20]=12, predict the reactants needed to synthesize it. The reactants are: Cl.Cl.[NH:3]1[CH2:6][CH:5]([C:7]2[C:8]([O:28][CH3:29])=[C:9]([CH:15]([N:17]3[C:21]4=[N:22][CH:23]=[N:24][C:25]([NH2:26])=[C:20]4[C:19]([CH3:27])=[N:18]3)[CH3:16])[CH:10]=[C:11]([Cl:14])[C:12]=2[CH3:13])[CH2:4]1.[Si]([O:37][CH2:38][CH:39]=O)(C(C)(C)C)(C)C.C(N(CC)CC)C.C(O[BH-](OC(=O)C)OC(=O)C)(=O)C.[Na+].[F-].C([N+](CCCC)(CCCC)CCCC)CCC.C1COCC1. (6) The reactants are: [NH2:1][C:2]1[C:9]([F:10])=[CH:8][C:5]([C:6]#[N:7])=[C:4]([C:11]2[C:12](=[O:24])[N:13]([CH2:22][CH3:23])[C:14]3[C:19]([CH:20]=2)=[CH:18][N:17]=[C:16](Cl)[CH:15]=3)[CH:3]=1.[CH3:25][NH2:26]. Given the product [NH2:1][C:2]1[C:9]([F:10])=[CH:8][C:5]([C:6]#[N:7])=[C:4]([C:11]2[C:12](=[O:24])[N:13]([CH2:22][CH3:23])[C:14]3[C:19]([CH:20]=2)=[CH:18][N:17]=[C:16]([NH:26][CH3:25])[CH:15]=3)[CH:3]=1, predict the reactants needed to synthesize it. (7) Given the product [N:29]([CH2:11][CH2:12][O:13][CH2:14][CH2:15][O:16][CH2:17][CH2:18][C:19]12[CH2:28][CH:23]3[CH2:24][CH:25]([CH2:27][CH:21]([CH2:22]3)[CH2:20]1)[CH2:26]2)=[N+:30]=[N-:31], predict the reactants needed to synthesize it. The reactants are: CN(C=O)C.CS(O[CH2:11][CH2:12][O:13][CH2:14][CH2:15][O:16][CH2:17][CH2:18][C:19]12[CH2:28][CH:23]3[CH2:24][CH:25]([CH2:27][CH:21]([CH2:22]3)[CH2:20]1)[CH2:26]2)(=O)=O.[N-:29]=[N+:30]=[N-:31].[Na+].